This data is from Full USPTO retrosynthesis dataset with 1.9M reactions from patents (1976-2016). The task is: Predict the reactants needed to synthesize the given product. (1) The reactants are: [NH2:1][C:2]1[CH:7]=[CH:6][C:5]([S:8]([F:13])([F:12])([F:11])([F:10])[F:9])=[CH:4][C:3]=1[N+:14]([O-:16])=[O:15].[H-].[Na+].[CH3:19]N(C=O)C.IC. Given the product [CH3:19][NH:1][C:2]1[CH:7]=[CH:6][C:5]([S:8]([F:11])([F:12])([F:13])([F:10])[F:9])=[CH:4][C:3]=1[N+:14]([O-:16])=[O:15], predict the reactants needed to synthesize it. (2) Given the product [OH:28][CH2:27][C:16]1[CH:17]=[C:18]2[C:13](=[CH:14][CH:15]=1)[N:12]=[C:11]([CH2:30][CH:31]([CH3:33])[CH3:32])[C:10]([CH2:9][NH:8][C:6](=[O:7])[O:5][C:1]([CH3:2])([CH3:3])[CH3:4])=[C:19]2[C:20]1[CH:25]=[CH:24][C:23]([CH3:26])=[CH:22][CH:21]=1, predict the reactants needed to synthesize it. The reactants are: [C:1]([O:5][C:6]([NH:8][CH2:9][C:10]1[C:11]([CH2:30][CH:31]([CH3:33])[CH3:32])=[N:12][C:13]2[C:18]([C:19]=1[C:20]1[CH:25]=[CH:24][C:23]([CH3:26])=[CH:22][CH:21]=1)=[CH:17][C:16]([C:27](O)=[O:28])=[CH:15][CH:14]=2)=[O:7])([CH3:4])([CH3:3])[CH3:2].C(Cl)(=O)OCC.CN1CCOCC1.[BH4-].[Na+]. (3) Given the product [C:35]([C@@H:32]1[CH2:33][CH2:34][C@H:29]([NH:28][C:24]2[CH:23]=[C:22]([S:21][C:18]3[CH:19]=[CH:20][C:15]([CH:14]=[CH:13][C:12]([N:8]4[CH2:9][CH2:10][CH2:11][CH:6]([C:4]([OH:5])=[O:3])[CH2:7]4)=[O:48])=[C:16]([C:44]([F:45])([F:46])[F:47])[C:17]=3[C:40]([F:42])([F:41])[F:43])[CH:27]=[CH:26][CH:25]=2)[CH2:30][CH2:31]1)([OH:37])=[O:36], predict the reactants needed to synthesize it. The reactants are: C([O:3][C:4]([CH:6]1[CH2:11][CH2:10][CH2:9][N:8]([C:12](=[O:48])[CH:13]=[CH:14][C:15]2[CH:20]=[CH:19][C:18]([S:21][C:22]3[CH:27]=[CH:26][CH:25]=[C:24]([NH:28][C@H:29]4[CH2:34][CH2:33][C@@H:32]([C:35]([O:37]CC)=[O:36])[CH2:31][CH2:30]4)[CH:23]=3)=[C:17]([C:40]([F:43])([F:42])[F:41])[C:16]=2[C:44]([F:47])([F:46])[F:45])[CH2:7]1)=[O:5])C.[OH-].[Na+]. (4) Given the product [C:1]([S:3][C@@H:7]([CH2:11][C:12]1[CH:17]=[CH:16][CH:15]=[CH:14][CH:13]=1)[C:8]([OH:10])=[O:9])(=[O:4])[CH3:2], predict the reactants needed to synthesize it. The reactants are: [C:1]([O-:4])(=[S:3])[CH3:2].[K+].Cl[C@H:7]([CH2:11][C:12]1[CH:17]=[CH:16][CH:15]=[CH:14][CH:13]=1)[C:8]([OH:10])=[O:9]. (5) Given the product [Cl:1][C:2]1[N:7]=[N:6][C:5]([C:8]([O-:10])=[O:9])=[CH:4][CH:3]=1.[Na+:13], predict the reactants needed to synthesize it. The reactants are: [Cl:1][C:2]1[N:7]=[N:6][C:5]([C:8]([O:10]C)=[O:9])=[CH:4][CH:3]=1.[OH-].[Na+:13].